This data is from Reaction yield outcomes from USPTO patents with 853,638 reactions. The task is: Predict the reaction yield, written as a fraction of the theoretical maximum amount of product (1.0 means a 100% yield; for example, 0.34 means a 34% yield). (1) The reactants are [C:1]([O:5][C:6]([N:8]1[CH2:12][CH2:11][CH2:10][CH:9]1[C:13]1[NH:14][CH:15]=[C:16]([Br:18])[N:17]=1)=[O:7])([CH3:4])([CH3:3])[CH3:2].[CH3:19][C:20]([O:23][C:24](O[C:24]([O:23][C:20]([CH3:22])([CH3:21])[CH3:19])=[O:25])=[O:25])([CH3:22])[CH3:21].C(N(CC)CC)C.O. The catalyst is C(Cl)Cl.CN(C1C=CN=CC=1)C. The product is [C:20]([O:23][C:24]([N:17]1[C:16]([Br:18])=[CH:15][N:14]=[C:13]1[C@@H:9]1[CH2:10][CH2:11][CH2:12][N:8]1[C:6]([O:5][C:1]([CH3:4])([CH3:2])[CH3:3])=[O:7])=[O:25])([CH3:22])([CH3:21])[CH3:19]. The yield is 1.00. (2) The reactants are Br[C:2]1[S:3][C:4]([Br:7])=[CH:5][N:6]=1.[CH:8]1[C:17]2[C:12](=[CH:13][CH:14]=[CH:15][CH:16]=2)[CH:11]=[CH:10][C:9]=1[OH:18].C(=O)([O-])[O-].[K+].[K+]. The catalyst is CS(C)=O.[Cl-].[Na+].O. The product is [Br:7][C:4]1[S:3][C:2]([O:18][C:9]2[CH:10]=[CH:11][C:12]3[C:17](=[CH:16][CH:15]=[CH:14][CH:13]=3)[CH:8]=2)=[N:6][CH:5]=1. The yield is 0.790. (3) The reactants are [C:1]([Si:5]([CH3:16])([CH3:15])[N:6]1[C:10]2=[N:11][CH:12]=[CH:13][CH:14]=[C:9]2[CH2:8][CH2:7]1)([CH3:4])([CH3:3])[CH3:2].N1C=CC=CC=1.[Br:23]Br. The catalyst is C(Cl)Cl.C([O-])(O)=O.[Na+].[O-]S([O-])(=S)=O.[Na+].[Na+]. The product is [Br:23][C:13]1[CH:14]=[C:9]2[CH2:8][CH2:7][N:6]([Si:5]([C:1]([CH3:4])([CH3:3])[CH3:2])([CH3:16])[CH3:15])[C:10]2=[N:11][CH:12]=1. The yield is 0.770. (4) The reactants are Cl[C:2]1[CH:7]=[CH:6][N:5]=[C:4]([NH:8][C:9]2[CH:14]=[CH:13][CH:12]=[C:11]([Cl:15])[CH:10]=2)[N:3]=1.[NH2:16][CH2:17][CH:18]1[CH2:23][CH2:22][CH2:21][CH2:20][N:19]1[C:24]([O:26][C:27]([CH3:30])([CH3:29])[CH3:28])=[O:25].C(N(C(C)C)CC)(C)C. The catalyst is C1COCC1. The product is [C:27]([O:26][C:24]([N:19]1[CH2:20][CH2:21][CH2:22][CH2:23][CH:18]1[CH2:17][NH:16][C:2]1[CH:7]=[CH:6][N:5]=[C:4]([NH:8][C:9]2[CH:14]=[CH:13][CH:12]=[C:11]([Cl:15])[CH:10]=2)[N:3]=1)=[O:25])([CH3:30])([CH3:29])[CH3:28]. The yield is 0.510. (5) The product is [C:1]([O:5][C:6]([N:8]([O:30][CH2:31][CH2:32][CH3:33])[C:9]([N:11]([C:23]([O:25][C:26]([CH3:29])([CH3:28])[CH3:27])=[O:24])[NH2:12])=[NH:10])=[O:7])([CH3:4])([CH3:3])[CH3:2]. The reactants are [C:1]([O:5][C:6]([N:8]([O:30][CH2:31][CH2:32][CH3:33])[C:9]([N:11]([C:23]([O:25][C:26]([CH3:29])([CH3:28])[CH3:27])=[O:24])[NH:12]C(OCC1C=CC=CC=1)=O)=[NH:10])=[O:7])([CH3:4])([CH3:3])[CH3:2]. The catalyst is C(O)C.O1CCCC1.[Pd]. The yield is 0.280.